Task: Predict the reaction yield, written as a fraction of the theoretical maximum amount of product (1.0 means a 100% yield; for example, 0.34 means a 34% yield).. Dataset: Reaction yield outcomes from USPTO patents with 853,638 reactions (1) The yield is 0.760. The catalyst is C(OCC)(=O)C. The product is [C:1]([O:5][C:6]([N:8]1[CH2:13][CH2:12][O:11][C@H:10]([CH2:14][C:15]2[CH:20]=[CH:19][CH:18]=[C:17]([CH2:21][O:22][CH3:23])[CH:16]=2)[CH2:9]1)=[O:7])([CH3:4])([CH3:2])[CH3:3]. The reactants are [C:1]([O:5][C:6]([N:8]1[CH2:13][CH2:12][O:11][C@H:10]([CH2:14][C:15]2[CH:20]=[CH:19][CH:18]=[C:17]([CH2:21][OH:22])[CH:16]=2)[CH2:9]1)=[O:7])([CH3:4])([CH3:3])[CH3:2].[CH3:23]N(C)C=O.[H-].[Na+].CI. (2) The catalyst is CCO. The product is [NH2:36][C:34]1[C:35]2[C:26]([O:25][CH2:24][C@H:20]3[CH2:21][CH2:22][CH2:23][N:18]([C:16](=[O:17])[CH2:15][C:13]([C:11]4[CH:10]=[CH:9][C:8]([O:40][CH3:41])=[C:7]([OH:6])[CH:12]=4)([CH3:39])[CH3:14])[CH2:19]3)=[CH:27][CH:28]=[CH:29][C:30]=2[NH:31][S:32](=[O:38])(=[O:37])[N:33]=1. The yield is 0.450. The reactants are C(S([O:6][C:7]1[CH:12]=[C:11]([C:13]([CH3:39])([CH2:15][C:16]([N:18]2[CH2:23][CH2:22][CH2:21][C@H:20]([CH2:24][O:25][C:26]3[C:35]4[C:34]([NH2:36])=[N:33][S:32](=[O:38])(=[O:37])[NH:31][C:30]=4[CH:29]=[CH:28][CH:27]=3)[CH2:19]2)=[O:17])[CH3:14])[CH:10]=[CH:9][C:8]=1[O:40][CH3:41])(=O)=O)C.[OH-].[Na+].Cl.